Dataset: Forward reaction prediction with 1.9M reactions from USPTO patents (1976-2016). Task: Predict the product of the given reaction. Given the reactants C(N)CCC.NO.Cl.[CH:9]#[C:10][C@@H:11]([OH:21])[CH2:12][CH2:13][CH2:14][CH2:15][CH2:16][CH2:17][CH2:18][CH2:19][CH3:20].[C:22]([O:25][C@@H:26]([C:29]#[C:30]Br)[CH:27]=[CH2:28])(=[O:24])[CH3:23], predict the reaction product. The product is: [C:22]([O:25][C@@H:26]([C:29]#[C:30][C:9]#[C:10][C@@H:11]([OH:21])[CH2:12][CH2:13][CH2:14][CH2:15][CH2:16][CH2:17][CH2:18][CH2:19][CH3:20])[CH:27]=[CH2:28])(=[O:24])[CH3:23].